Task: Predict the reaction yield, written as a fraction of the theoretical maximum amount of product (1.0 means a 100% yield; for example, 0.34 means a 34% yield).. Dataset: Reaction yield outcomes from USPTO patents with 853,638 reactions The reactants are [CH3:1][O:2][C:3]1[C:4]([C:14]#[C:15][C:16]2[CH:21]=[CH:20][CH:19]=[CH:18][CH:17]=2)=[C:5]2[C:10](=[CH:11][CH:12]=1)[C:9](=[O:13])[CH2:8][CH2:7][CH2:6]2. The catalyst is O1CCCC1.[Pd].[O-]S([O-])(=O)=O.[Ba+2]. The product is [CH3:1][O:2][C:3]1[C:4]([CH2:14][CH2:15][C:16]2[CH:17]=[CH:18][CH:19]=[CH:20][CH:21]=2)=[C:5]2[C:10](=[CH:11][CH:12]=1)[C:9](=[O:13])[CH2:8][CH2:7][CH2:6]2. The yield is 1.00.